This data is from Reaction yield outcomes from USPTO patents with 853,638 reactions. The task is: Predict the reaction yield, written as a fraction of the theoretical maximum amount of product (1.0 means a 100% yield; for example, 0.34 means a 34% yield). The reactants are [CH:1]([C:4]1[C:12]2[O:11][C:10]([C:13]3[CH:18]=[CH:17][C:16]([O:19]C)=[CH:15][CH:14]=3)=[CH:9][C:8]=2[CH:7]=[C:6]([O:21]C)[CH:5]=1)([CH3:3])[CH3:2].Cl.N1C=CC=CC=1. The catalyst is O. The product is [OH:19][C:16]1[CH:17]=[CH:18][C:13]([C:10]2[O:11][C:12]3[C:4]([CH:1]([CH3:2])[CH3:3])=[CH:5][C:6]([OH:21])=[CH:7][C:8]=3[CH:9]=2)=[CH:14][CH:15]=1. The yield is 0.340.